From a dataset of Forward reaction prediction with 1.9M reactions from USPTO patents (1976-2016). Predict the product of the given reaction. (1) The product is: [C:1]1([C@@H:7]([NH:9][C:10]2[N:15]=[C:14]([N:16]3[C:20]4[CH:21]=[CH:22][C:23]([NH:25][C:26](=[O:31])[C:27]([CH3:30])([CH3:29])[CH3:28])=[CH:24][C:19]=4[N:18]=[CH:17]3)[CH:13]=[N:12][CH:11]=2)[CH3:8])[CH:6]=[CH:5][CH:4]=[CH:3][CH:2]=1. Given the reactants [C:1]1([C@@H:7]([NH:9][C:10]2[N:15]=[C:14]([N:16]3[C:20]4[CH:21]=[CH:22][C:23]([NH2:25])=[CH:24][C:19]=4[N:18]=[CH:17]3)[CH:13]=[N:12][CH:11]=2)[CH3:8])[CH:6]=[CH:5][CH:4]=[CH:3][CH:2]=1.[C:26](O)(=[O:31])[C:27]([CH3:30])([CH3:29])[CH3:28], predict the reaction product. (2) Given the reactants Br[CH2:2][C:3]1[CH:8]=[CH:7][C:6]([F:9])=[CH:5][CH:4]=1.[NH2:10][C:11]1[S:12][CH:13]=[CH:14][N:15]=1.N1C2C(=CC=CC=2)C=C1.[NH:25]1[C:33]2[C:28](=[CH:29][CH:30]=[CH:31][CH:32]=2)[C:27]([C:34](OC)=[O:35])=[CH:26]1, predict the reaction product. The product is: [S:12]1[CH:13]=[CH:14][N:15]=[C:11]1[NH:10][C:34]([C:27]1[C:28]2[C:33](=[CH:32][CH:31]=[CH:30][CH:29]=2)[N:25]([CH2:2][C:3]2[CH:8]=[CH:7][C:6]([F:9])=[CH:5][CH:4]=2)[CH:26]=1)=[O:35]. (3) Given the reactants N1(C2N=CN=C3C=2N=CN3[C@@H]2O[C@H](CO[Si](C(C)(C)C)(C)C)[C@@H](O[Si](C(C)(C)C)(C)C)C2)CCOCC1.N1(O[C:48]2[C:49]3[N:50]=[CH:51][N:52]([C:83]=3[N:84]=[CH:85][N:86]=2)[C@@H:53]2[O:82][C@H:72]([CH2:73][O:74][Si:75]([C:78]([CH3:81])([CH3:80])[CH3:79])([CH3:77])[CH3:76])[C@@H:63]([O:64][Si:65]([C:68]([CH3:71])([CH3:70])[CH3:69])([CH3:67])[CH3:66])[C@H:54]2[O:55][Si:56]([C:59]([CH3:62])([CH3:61])[CH3:60])([CH3:58])[CH3:57])C2C=CC=CC=2N=N1.[CH2:87]([NH2:94])[C:88]1[CH:93]=[CH:92][CH:91]=[CH:90][CH:89]=1.C([O-])([O-])=O.[Cs+].[Cs+], predict the reaction product. The product is: [Si:56]([O:55][C@@H:54]1[C@H:73]([O:74][Si:75]([C:78]([CH3:79])([CH3:80])[CH3:81])([CH3:77])[CH3:76])[C@@H:72]([CH2:63][O:64][Si:65]([C:68]([CH3:71])([CH3:70])[CH3:69])([CH3:66])[CH3:67])[O:82][C@H:53]1[N:52]1[C:83]2[N:84]=[CH:85][N:86]=[C:48]([NH:94][CH2:87][C:88]3[CH:93]=[CH:92][CH:91]=[CH:90][CH:89]=3)[C:49]=2[N:50]=[CH:51]1)([C:59]([CH3:62])([CH3:60])[CH3:61])([CH3:57])[CH3:58]. (4) Given the reactants [NH2:1][C:2]1[CH:3]=[C:4]([S:8]([N:11]2[C:20](=[O:21])[C:19]3[C:14](=[CH:15][C:16]([Cl:22])=[CH:17][CH:18]=3)[NH:13][C:12]2=[O:23])(=[O:10])=[O:9])[CH:5]=[CH:6][CH:7]=1.C1(=O)[O:29][C:27](=[O:28])[CH2:26][CH2:25]1.C1C[O:34][CH2:33]C1, predict the reaction product. The product is: [Cl:22][C:16]1[CH:15]=[C:14]2[C:19]([C:20](=[O:21])[N:11]([S:8]([C:4]3[CH:3]=[C:2]([NH:1][C:33]([CH:26]([CH3:25])[C:27]([OH:29])=[O:28])=[O:34])[CH:7]=[CH:6][CH:5]=3)(=[O:10])=[O:9])[C:12](=[O:23])[NH:13]2)=[CH:18][CH:17]=1. (5) Given the reactants Br[C:2]1[S:6][CH:5]=[N:4][CH:3]=1.CC1(C)C(C)(C)OB([C:15]2[CH:16]=[C:17]3[C:22](=[C:23]([O:25][CH2:26][O:27][CH2:28][CH2:29][Si:30]([CH3:33])([CH3:32])[CH3:31])[CH:24]=2)[N:21]=[CH:20][N:19]([CH2:34][O:35][CH2:36][CH2:37][Si:38]([CH3:41])([CH3:40])[CH3:39])[C:18]3=[O:42])O1.C(=O)([O-])[O-].[K+].[K+].O, predict the reaction product. The product is: [S:6]1[C:2]([C:15]2[CH:16]=[C:17]3[C:22](=[C:23]([O:25][CH2:26][O:27][CH2:28][CH2:29][Si:30]([CH3:33])([CH3:31])[CH3:32])[CH:24]=2)[N:21]=[CH:20][N:19]([CH2:34][O:35][CH2:36][CH2:37][Si:38]([CH3:41])([CH3:40])[CH3:39])[C:18]3=[O:42])=[CH:3][N:4]=[CH:5]1. (6) Given the reactants [F:1][C:2]1[CH:3]=[C:4]([C:10]2[CH:15]=[CH:14][C:13]([S:16][CH:17]([CH2:22][CH2:23][N:24]3[C:29](=[O:30])[C:28]4[CH:31]=[C:32]([O:35][CH3:36])[CH:33]=[CH:34][C:27]=4[N:26]=[N:25]3)[C:18]([O:20]C)=[O:19])=[CH:12][CH:11]=2)[CH:5]=[CH:6][C:7]=1[O:8][CH3:9].[OH-].[Li+].S(=O)(O)[O-].[Na+], predict the reaction product. The product is: [F:1][C:2]1[CH:3]=[C:4]([C:10]2[CH:11]=[CH:12][C:13]([S:16][CH:17]([CH2:22][CH2:23][N:24]3[C:29](=[O:30])[C:28]4[CH:31]=[C:32]([O:35][CH3:36])[CH:33]=[CH:34][C:27]=4[N:26]=[N:25]3)[C:18]([OH:20])=[O:19])=[CH:14][CH:15]=2)[CH:5]=[CH:6][C:7]=1[O:8][CH3:9]. (7) Given the reactants P(Cl)(Cl)(Cl)=O.[CH2:6]([N:8]1[C:20]2[CH:19]=[CH:18][CH:17]=[CH:16][C:15]=2[C:14]2[C:9]1=[CH:10][CH:11]=[CH:12][CH:13]=2)[CH3:7].[C:21]([O-:24])(=O)C.[Na+].CN(C)[CH:28]=[O:29], predict the reaction product. The product is: [CH2:6]([N:8]1[C:20]2[CH:19]=[CH:18][C:17]([CH:28]=[O:29])=[CH:16][C:15]=2[C:14]2[C:9]1=[CH:10][CH:11]=[C:12]([CH:21]=[O:24])[CH:13]=2)[CH3:7]. (8) Given the reactants C(O)(C(F)(F)F)=O.[N:8]1([C:13]2[CH:18]=[CH:17][C:16]([C:19]3[CH:24]=[CH:23][C:22]([C:25]4[C:51]([F:52])=[CH:50][C:28]5[N:29](COCC[Si](C)(C)C)[C:30]([O:32][C@H:33]6[C@H:37]7[O:38][CH2:39][C@@H:40]([OH:41])[C@H:36]7[O:35][CH2:34]6)=[N:31][C:27]=5[C:26]=4[F:53])=[CH:21][CH:20]=3)=[CH:15][CH:14]=2)[CH:12]=[N:11][CH:10]=[N:9]1, predict the reaction product. The product is: [N:8]1([C:13]2[CH:18]=[CH:17][C:16]([C:19]3[CH:20]=[CH:21][C:22]([C:25]4[C:51]([F:52])=[CH:50][C:28]5[NH:29][C:30]([O:32][C@H:33]6[C@H:37]7[O:38][CH2:39][C@@H:40]([OH:41])[C@H:36]7[O:35][CH2:34]6)=[N:31][C:27]=5[C:26]=4[F:53])=[CH:23][CH:24]=3)=[CH:15][CH:14]=2)[CH:12]=[N:11][CH:10]=[N:9]1. (9) Given the reactants Br[C:2]1[CH:3]=[C:4]([C:9]2[N:14]=[C:13]([C:15]3[CH:20]=[CH:19][CH:18]=[CH:17][CH:16]=3)[N:12]=[C:11]([C:21]3[CH:26]=[CH:25][CH:24]=[CH:23][CH:22]=3)[N:10]=2)[CH:5]=[C:6](Br)[CH:7]=1.[CH3:27][C:28]1[CH:33]=[CH:32][CH:31]=[C:30]([C:34]2[CH:39]=[CH:38][C:37](B3OC(C)(C)C(C)(C)O3)=[CH:36][CH:35]=2)[N:29]=1.P([O-])([O-])([O-])=O.[K+].[K+].[K+], predict the reaction product. The product is: [CH3:27][C:28]1[N:29]=[C:30]([C:34]2[CH:39]=[CH:38][C:37]([C:6]3[CH:5]=[C:4]([C:9]4[N:10]=[C:11]([C:21]5[CH:22]=[CH:23][CH:24]=[CH:25][CH:26]=5)[N:12]=[C:13]([C:15]5[CH:16]=[CH:17][CH:18]=[CH:19][CH:20]=5)[N:14]=4)[CH:3]=[C:2]([C:37]4[CH:36]=[CH:35][C:34]([C:30]5[CH:31]=[CH:32][CH:33]=[C:28]([CH3:27])[N:29]=5)=[CH:39][CH:38]=4)[CH:7]=3)=[CH:36][CH:35]=2)[CH:31]=[CH:32][CH:33]=1. (10) The product is: [Cl:2][C:3]1[CH:8]=[C:7]([Cl:9])[CH:6]=[CH:5][C:4]=1[C@@H:10]1[N:15]=[C:14]([C:16]2[S:17][CH:18]=[CH:19][N:20]=2)[NH:13][C:12]([CH2:21][N:22]2[CH2:27][CH2:26][O:25][CH2:24][C@H:23]2[C:28]([OH:30])=[O:29])=[C:11]1[C:31]([O:33][CH2:34][CH3:35])=[O:32]. Given the reactants [Li].[Cl:2][C:3]1[CH:8]=[C:7]([Cl:9])[CH:6]=[CH:5][C:4]=1[C@@H:10]1[N:15]=[C:14]([C:16]2[S:17][CH:18]=[CH:19][N:20]=2)[NH:13][C:12]([CH2:21][N:22]2[CH2:27][CH2:26][O:25][CH2:24][C@H:23]2[C:28]([OH:30])=[O:29])=[C:11]1[C:31]([O:33][C@H:34](C)[C:35](OC(C)C)=O)=[O:32], predict the reaction product.